Dataset: Forward reaction prediction with 1.9M reactions from USPTO patents (1976-2016). Task: Predict the product of the given reaction. (1) The product is: [F:28][C:25]1[CH:26]=[CH:27][C:22]([O:21][C:19]2[CH:18]=[CH:17][N:16]=[C:15]([C:13]3[NH:12][CH:11]=[C:10]([C:8]([NH:7][CH2:6][CH2:5][CH:4]=[O:3])=[O:9])[CH:14]=3)[CH:20]=2)=[CH:23][C:24]=1[NH:29][C:30]([C:32]1[O:33][CH:34]=[CH:35][C:36]=1[CH3:37])=[O:31]. Given the reactants C([O:3][CH:4](OCC)[CH2:5][CH2:6][NH:7][C:8]([C:10]1[CH:14]=[C:13]([C:15]2[CH:20]=[C:19]([O:21][C:22]3[CH:27]=[CH:26][C:25]([F:28])=[C:24]([NH:29][C:30]([C:32]4[O:33][CH:34]=[CH:35][C:36]=4[CH3:37])=[O:31])[CH:23]=3)[CH:18]=[CH:17][N:16]=2)[NH:12][CH:11]=1)=[O:9])C.Cl.O.[OH-].[Na+], predict the reaction product. (2) Given the reactants [Cl:1][C:2]1[C:7]([N+:8]([O-:10])=[O:9])=[C:6]([NH2:11])[CH:5]=[C:4]([Cl:12])[N:3]=1.[C:13](O[C:13]([O:15][C:16]([CH3:19])([CH3:18])[CH3:17])=[O:14])([O:15][C:16]([CH3:19])([CH3:18])[CH3:17])=[O:14], predict the reaction product. The product is: [Cl:1][C:2]1[C:7]([N+:8]([O-:10])=[O:9])=[C:6]([NH:11][C:13](=[O:14])[O:15][C:16]([CH3:19])([CH3:18])[CH3:17])[CH:5]=[C:4]([Cl:12])[N:3]=1.